The task is: Regression. Given a target protein amino acid sequence and a drug SMILES string, predict the binding affinity score between them. We predict pIC50 (pIC50 = -log10(IC50 in M); higher means more potent). Dataset: bindingdb_ic50.. This data is from Drug-target binding data from BindingDB using IC50 measurements. (1) The small molecule is COC1CN(c2nnc(C)c3c(C)n(-c4ccc(Cl)cc4OC(F)(F)F)nc23)C1. The target protein (P54289) has sequence MAAGCLLALTLTLFQSLLIGPSSEEPFPSAVTIKSWVDKMQEDLVTLAKTASGVNQLVDIYEKYQDLYTVEPNNARQLVEIAARDIEKLLSNRSKALVRLALEAEKVQAAHQWREDFASNEVVYYNAKDDLDPEKNDSEPGSQRIKPVFIEDANFGRQISYQHAAVHIPTDIYEGSTIVLNELNWTSALDEVFKKNREEDPSLLWQVFGSATGLARYYPASPWVDNSRTPNKIDLYDVRRRPWYIQGAASPKDMLILVDVSGSVSGLTLKLIRTSVSEMLETLSDDDFVNVASFNSNAQDVSCFQHLVQANVRNKKVLKDAVNNITAKGITDYKKGFSFAFEQLLNYNVSRANCNKIIMLFTDGGEERAQEIFNKYNKDKKVRVFTFSVGQHNYDRGPIQWMACENKGYYYEIPSIGAIRINTQEYLDVLGRPMVLAGDKAKQVQWTNVYLDALELGLVITGTLPVFNITGQFENKTNLKNQLILGVMGVDVSLEDIKRL.... The pIC50 is 8.1. (2) The compound is CCc1nc(N)nc(N)c1C#CCc1cc(OC)cc(-c2ccncc2)c1. The target protein (P0A017) has sequence MTLSILVAHDLQRVIGFENQLPWHLPNDLKHVKKLSTGHTLVMGRKTFESIGKPLPNRRNVVLTSDTSFNVEGVDVIHSIEDIYQLPGHVFIFGGQTLFEEMIDKVDDMYITVIEGKFRGDTFFPPYTFEDWEVASSVEGKLDEKNTIPHTFLHLIRKK. The pIC50 is 7.9. (3) The small molecule is Cc1c2cnc3nc(N)[nH]c(=O)c3c2c(C)n1C. The target protein (Q64737) has sequence MAARVLVIGSGGREHTLAWKLAQSPQVKQVLVAPGNAGTACAGKISNAAVSVNDHSALAQFCKDEKIELVVVGPEAPLAAGIVGDLTSAGVRCFGPTAQAAQLESSKKFAKEFMDRHEIPTAQWRAFTNPEDACSFITSANFPALVVKASGLAAGKGVIVAKSQAEACRAVQEIMQEKSFGAAGETVVVEEFLEGEEVSCLCFTDGKTVAEMPPAQDHKRLLDGDEGPNTGGMGAYCPAPQVSKDLLVKIKNTILQRAVDGMQQEGAPYTGILYAGIMLTKDGPKVLEFNCRFGDPECQVILPLLKSDLYEVMQSTLDGLLSASLPVWLENHSAVTVVMASKGYPGAYTKGVEITGFPEAQALGLQVFHAGTALKDGKVVTSGGRVLTVTAVQENLMSALAEARKGLAALKFEGAIYRKDIGFRAVAFLQRPRGLTYKDSGVDIAAGNMLVKKIQPLAKATSRPGCSVDLGGFAGLFDLKAAGFKDPLLASGTDGVGTKL.... The pIC50 is 4.0. (4) The small molecule is CS(=O)(=O)c1cc(N2CCN(Cc3ccc(C(F)(F)F)nc3)C(c3ccccc3)C2)ccc1CO. The target protein (Q13133) has sequence MSLWLGAPVPDIPPDSAVELWKPGAQDASSQAQGGSSCILREEARMPHSAGGTAGVGLEAAEPTALLTRAEPPSEPTEIRPQKRKKGPAPKMLGNELCSVCGDKASGFHYNVLSCEGCKGFFRRSVIKGAHYICHSGGHCPMDTYMRRKCQECRLRKCRQAGMREECVLSEEQIRLKKLKRQEEEQAHATSLPPRASSPPQILPQLSPEQLGMIEKLVAAQQQCNRRSFSDRLRVTPWPMAPDPHSREARQQRFAHFTELAIVSVQEIVDFAKQLPGFLQLSREDQIALLKTSAIEVMLLETSRRYNPGSESITFLKDFSYNREDFAKAGLQVEFINPIFEFSRAMNELQLNDAEFALLIAISIFSADRPNVQDQLQVERLQHTYVEALHAYVSIHHPHDRLMFPRMLMKLVSLRTLSSVHSEQVFALRLQDKKLPPLLSEIWDVHE. The pIC50 is 4.3.